This data is from Forward reaction prediction with 1.9M reactions from USPTO patents (1976-2016). The task is: Predict the product of the given reaction. (1) Given the reactants [OH:1][CH2:2][CH2:3][N:4]1[CH2:9][CH2:8][O:7][CH2:6][CH2:5]1.[H-].[Na+].[Cl:12][C:13]1[CH:18]=[C:17](Cl)[N:16]=[CH:15][N:14]=1, predict the reaction product. The product is: [Cl:12][C:13]1[N:14]=[CH:15][N:16]=[C:17]([O:1][CH2:2][CH2:3][N:4]2[CH2:9][CH2:8][O:7][CH2:6][CH2:5]2)[CH:18]=1. (2) Given the reactants Cl[C:2](Cl)(Cl)[C:3]([O:6][C:7]([N:9]1[CH:14]2[C:15]([C:27](=[O:41])[N:28]([CH:38]3[CH2:40][CH2:39]3)[CH2:29][C:30]3[CH:35]=[CH:34][CH:33]=[C:32]([Cl:36])[C:31]=3[Cl:37])=[C:16]([C:18]3[O:22][N:21]=[C:20]([CH2:23][CH2:24][CH2:25]O)[CH:19]=3)[CH2:17][CH:10]1[CH2:11][N:12]([C:42]([O:44][C:45]([CH3:48])([CH3:47])[CH3:46])=[O:43])[CH2:13]2)=[O:8])([CH3:5])[CH3:4].[Cl:51][C:52]1[C:53]([F:60])=[C:54]([OH:59])[C:55]([F:58])=[CH:56][CH:57]=1, predict the reaction product. The product is: [C:45]([O:44][C:42]([N:12]1[CH2:13][CH:14]2[N:9]([C:7]([O:6][C:3]([CH3:5])([CH3:4])[CH3:2])=[O:8])[CH:10]([CH2:17][C:16]([C:18]3[O:22][N:21]=[C:20]([CH2:23][CH2:24][CH2:25][O:59][C:54]4[C:55]([F:58])=[CH:56][CH:57]=[C:52]([Cl:51])[C:53]=4[F:60])[CH:19]=3)=[C:15]2[C:27](=[O:41])[N:28]([CH:38]2[CH2:39][CH2:40]2)[CH2:29][C:30]2[CH:35]=[CH:34][CH:33]=[C:32]([Cl:36])[C:31]=2[Cl:37])[CH2:11]1)=[O:43])([CH3:46])([CH3:47])[CH3:48].